From a dataset of Forward reaction prediction with 1.9M reactions from USPTO patents (1976-2016). Predict the product of the given reaction. (1) Given the reactants [CH3:1][C:2]1([CH3:28])[O:6][C@H:5]([CH2:7][O:8][C:9]2[CH:14]=[CH:13][C:12]([CH2:15][CH2:16][CH2:17][CH:18]([NH:21][S:22]([C:24]([CH3:27])([CH3:26])[CH3:25])=[O:23])[CH:19]=O)=[CH:11][CH:10]=2)[CH2:4][O:3]1.[C:29]([S:33]([NH2:35])=[O:34])([CH3:32])([CH3:31])[CH3:30], predict the reaction product. The product is: [CH3:1][C:2]1([CH3:28])[O:6][C@H:5]([CH2:7][O:8][C:9]2[CH:14]=[CH:13][C:12]([CH2:15][CH2:16][CH2:17][CH:18]([NH:21][S:22]([C:24]([CH3:26])([CH3:27])[CH3:25])=[O:23])/[CH:19]=[N:35]/[S:33]([C:29]([CH3:32])([CH3:31])[CH3:30])=[O:34])=[CH:11][CH:10]=2)[CH2:4][O:3]1. (2) Given the reactants CCCC[CH2:5][CH2:6][CH2:7][CH2:8][CH2:9][CH2:10][CH2:11][CH2:12][CH2:13][CH2:14][CH2:15][CH2:16][CH2:17][CH2:18][CH2:19][CH2:20][CH2:21][C:22]([O:24][CH:25]([C:27](OC(C([O-])=O)C)=[O:28])C)=[O:23].[Na+].C([O-])(=O)CCCCCCC/C=C\C/C=C\CCCCC, predict the reaction product. The product is: [CH3:5][CH2:6][CH2:7][CH2:8][CH2:9][CH2:10][CH2:11][CH2:12][CH2:13][CH2:14][CH2:15][CH2:16][CH2:17][CH2:18][CH2:19][CH2:20][CH2:21][C:22]([O:24][CH2:25][CH2:27][OH:28])=[O:23].